Dataset: Catalyst prediction with 721,799 reactions and 888 catalyst types from USPTO. Task: Predict which catalyst facilitates the given reaction. (1) Reactant: [Si:1](Cl)([C:4]([CH3:7])([CH3:6])[CH3:5])([CH3:3])[CH3:2].ClCCl.[Br:12][C:13]1[CH:14]=[CH:15][C:16]2[CH:21]([CH2:22][CH2:23][OH:24])[O:20][CH2:19][CH2:18][C:17]=2[CH:25]=1.C(N(C(C)C)CC)(C)C.CN(C1C=CC=CN=1)C. Product: [Si:1]([O:24][CH2:23][CH2:22][CH:21]1[C:16]2[CH:15]=[CH:14][C:13]([Br:12])=[CH:25][C:17]=2[CH2:18][CH2:19][O:20]1)([C:4]([CH3:7])([CH3:6])[CH3:5])([CH3:3])[CH3:2]. The catalyst class is: 9. (2) Reactant: COC1C(N)=C[C:6]2[N:12]([CH3:13])[CH2:11][CH2:10][CH2:9][NH:8][C:7]=2C=1.[CH3:16][O:17][CH:18](O)[CH3:19].Cl[C:22]1[N:27]=[C:26]([NH:28][C:29]2[CH:34]=[CH:33][C:32]([N:35]3[CH2:40][CH2:39][O:38][CH2:37][CH2:36]3)=[CH:31][C:30]=2[O:41][CH3:42])[C:25]([Cl:43])=[CH:24][N:23]=1.C[C:45]1([CH3:58])[C@]2(CS(O)(=O)=O)C(C[C@H]1CC2)=O.C(=O)([O-])[O-].[NH3:63]. Product: [Cl:43][C:25]1[C:26]([NH:28][C:29]2[CH:34]=[CH:33][C:32]([N:35]3[CH2:40][CH2:39][O:38][CH2:37][CH2:36]3)=[CH:31][C:30]=2[O:41][CH3:42])=[N:27][C:22]([NH:63][C:45]2[C:18]([O:17][CH3:16])=[CH:19][C:7]3[CH2:8][NH:9][CH2:10][CH2:11][N:12]([CH3:13])[C:6]=3[CH:58]=2)=[N:23][CH:24]=1. The catalyst class is: 138.